The task is: Predict the reaction yield, written as a fraction of the theoretical maximum amount of product (1.0 means a 100% yield; for example, 0.34 means a 34% yield).. This data is from Reaction yield outcomes from USPTO patents with 853,638 reactions. The reactants are [CH2:1]([O:3][C:4](=[O:9])[CH2:5][C:6](=[O:8])[CH3:7])[CH3:2].[Br:10]Br.O=O. The catalyst is C(Cl)(Cl)Cl. The product is [CH2:1]([O:3][C:4](=[O:9])[CH2:5][C:6](=[O:8])[CH2:7][Br:10])[CH3:2]. The yield is 0.450.